Dataset: Forward reaction prediction with 1.9M reactions from USPTO patents (1976-2016). Task: Predict the product of the given reaction. (1) Given the reactants [C:1]([O-:6])(=[O:5])[C:2]([CH3:4])=[CH2:3].[Na+].COC1C=CC(O)=CC=1.[CH:17]([O:19][CH2:20][CH2:21]Cl)=[CH2:18].[OH-].[Na+], predict the reaction product. The product is: [C:1]([O:6][CH2:21][CH2:20][O:19][CH:17]=[CH2:18])(=[O:5])[C:2]([CH3:4])=[CH2:3]. (2) Given the reactants [C:1]([O:5][C:6]([N:8]1[CH2:12][C@@H:11]([C:13]2[CH:18]=[CH:17][CH:16]=[CH:15][CH:14]=2)[C@H:10]([CH2:19][NH2:20])[CH2:9]1)=[O:7])([CH3:4])([CH3:3])[CH3:2].C(N(CC)CC)C.[F:28][C:29]([F:44])([F:43])[C:30]1[CH:31]=[C:32]([CH:36]=[C:37]([C:39]([F:42])([F:41])[F:40])[CH:38]=1)[C:33](Cl)=[O:34], predict the reaction product. The product is: [C:1]([O:5][C:6]([N:8]1[CH2:12][C@@H:11]([C:13]2[CH:14]=[CH:15][CH:16]=[CH:17][CH:18]=2)[C@@H:10]([CH2:19][NH:20][C:33](=[O:34])[C:32]2[CH:36]=[C:37]([C:39]([F:40])([F:41])[F:42])[CH:38]=[C:30]([C:29]([F:28])([F:43])[F:44])[CH:31]=2)[CH2:9]1)=[O:7])([CH3:4])([CH3:3])[CH3:2]. (3) Given the reactants [O:1]([C:8]1[N:13]=[CH:12][C:11]([CH:14]=O)=[CH:10][CH:9]=1)[C:2]1[CH:7]=[CH:6][CH:5]=[CH:4][CH:3]=1.[N+:16]([CH3:19])([O-:18])=[O:17].C([O-])(=O)C.[NH4+], predict the reaction product. The product is: [N+:16](/[CH:19]=[CH:14]/[C:11]1[CH:10]=[CH:9][C:8]([O:1][C:2]2[CH:7]=[CH:6][CH:5]=[CH:4][CH:3]=2)=[N:13][CH:12]=1)([O-:18])=[O:17].